This data is from Full USPTO retrosynthesis dataset with 1.9M reactions from patents (1976-2016). The task is: Predict the reactants needed to synthesize the given product. (1) The reactants are: [F:1][C:2]1[CH:7]=[CH:6][CH:5]=[CH:4][C:3]=1[C:8]1[N:17]([NH:18][CH2:19][C:20]2[CH:29]=[CH:28][C:23]([C:24]([O:26]C)=[O:25])=[CH:22][CH:21]=2)[C:16](=[O:30])[C:15]2[C:10](=[CH:11][CH:12]=[CH:13][CH:14]=2)[N:9]=1.FC(F)(F)C(O)=O. Given the product [F:1][C:2]1[CH:7]=[CH:6][CH:5]=[CH:4][C:3]=1[C:8]1[N:17]([NH:18][CH2:19][C:20]2[CH:21]=[CH:22][C:23]([C:24]([OH:26])=[O:25])=[CH:28][CH:29]=2)[C:16](=[O:30])[C:15]2[C:10](=[CH:11][CH:12]=[CH:13][CH:14]=2)[N:9]=1, predict the reactants needed to synthesize it. (2) The reactants are: C[C:2]1[CH:8]=[CH:7][C:5]([NH2:6])=[CH:4][CH:3]=1.C[CH2:10][O:11]C(C)=O. Given the product [CH3:10][O:11][C:2]1[CH:8]=[CH:7][C:5]([NH2:6])=[CH:4][CH:3]=1, predict the reactants needed to synthesize it.